From a dataset of Reaction yield outcomes from USPTO patents with 853,638 reactions. Predict the reaction yield, written as a fraction of the theoretical maximum amount of product (1.0 means a 100% yield; for example, 0.34 means a 34% yield). (1) The reactants are C[O-].[Na+].[C:4]([NH:7][OH:8])([NH2:6])=[NH:5].[NH:9]1[C:17]2[C:12](=[CH:13][C:14]([C:18](OC)=O)=[CH:15][CH:16]=2)[CH:11]=[CH:10]1. No catalyst specified. The product is [NH:9]1[C:17]2[C:12](=[CH:13][C:14]([C:18]3[O:8][N:7]=[C:4]([NH2:6])[N:5]=3)=[CH:15][CH:16]=2)[CH:11]=[CH:10]1. The yield is 0.0860. (2) The reactants are Cl.[Sn](Cl)Cl.[N+:5]([C:8]1[CH:13]=[C:12]([C:14]([F:17])([F:16])[F:15])[CH:11]=[CH:10][C:9]=1[N:18]1[CH2:27][CH2:26][C:25]2[C:20](=[CH:21][CH:22]=[CH:23][CH:24]=2)[CH2:19]1)([O-])=O.C(=O)(O)[O-].[Na+]. The catalyst is CO. The product is [NH2:5][C:8]1[CH:13]=[C:12]([C:14]([F:15])([F:16])[F:17])[CH:11]=[CH:10][C:9]=1[N:18]1[CH2:27][CH2:26][C:25]2[C:20](=[CH:21][CH:22]=[CH:23][CH:24]=2)[CH2:19]1. The yield is 0.714. (3) The product is [Cl:1][C:2]1[CH:7]=[C:6]([C:8]([F:10])([F:11])[F:9])[CH:5]=[CH:4][C:3]=1[CH2:12][CH2:13][NH2:14]. The reactants are [Cl:1][C:2]1[CH:7]=[C:6]([C:8]([F:11])([F:10])[F:9])[CH:5]=[CH:4][C:3]=1/[CH:12]=[CH:13]/[N+:14]([O-])=O.[H-].[H-].[H-].[H-].[Li+].[Al+3]. The yield is 0.422. The catalyst is C1COCC1. (4) The reactants are [F:1][C:2]1[C:3]([OH:12])=[C:4]([CH:9]=[CH:10][CH:11]=1)[C:5]([O:7][CH3:8])=[O:6].Cl[C:14]([F:19])([F:18])C(O)=O.C(=O)([O-])[O-].[K+].[K+]. The catalyst is CN(C=O)C.O. The product is [F:18][CH:14]([F:19])[O:12][C:3]1[C:2]([F:1])=[CH:11][CH:10]=[CH:9][C:4]=1[C:5]([O:7][CH3:8])=[O:6]. The yield is 0.390. (5) The reactants are [NH:1]([CH2:5][CH2:6][CH2:7][NH:8][C:9](=[O:15])[O:10][C:11]([CH3:14])([CH3:13])[CH3:12])[C:2]([NH2:4])=[S:3].C([O-])(=O)C.[Na+].Br[CH:22]([CH:25]=O)[CH:23]=[O:24]. The catalyst is C1COCC1.C(O)(=O)C. The product is [CH:23]([C:22]1[S:3][C:2]([NH:1][CH2:5][CH2:6][CH2:7][NH:8][C:9](=[O:15])[O:10][C:11]([CH3:12])([CH3:14])[CH3:13])=[N:4][CH:25]=1)=[O:24]. The yield is 0.297. (6) The reactants are Br[CH2:2][CH2:3][F:4].[CH2:5]([C:7]1[C:8]([NH:27][C@@H:28]2[C:36]3[C:31](=[CH:32][CH:33]=[CH:34][CH:35]=3)[CH2:30][C@@H:29]2[OH:37])=[N:9][C:10]([CH2:25][CH3:26])=[C:11]([C:13]2[C:22]([O:23][CH3:24])=[CH:21][C:20]3[CH2:19][CH2:18][CH2:17][CH2:16][C:15]=3[CH:14]=2)[N:12]=1)[CH3:6]. No catalyst specified. The product is [CH2:5]([C:7]1[C:8]([NH:27][C@@H:28]2[C:36]3[C:31](=[CH:32][CH:33]=[CH:34][CH:35]=3)[CH2:30][C@@H:29]2[O:37][CH2:2][CH2:3][F:4])=[N:9][C:10]([CH2:25][CH3:26])=[C:11]([C:13]2[C:22]([O:23][CH3:24])=[CH:21][C:20]3[CH2:19][CH2:18][CH2:17][CH2:16][C:15]=3[CH:14]=2)[N:12]=1)[CH3:6]. The yield is 0.650. (7) The reactants are [NH:1]1[CH:5]=[C:4]([C:6]2[C:7]3[CH:14]=[CH:13][N:12]([CH2:15][O:16][CH2:17][CH2:18][Si:19]([CH3:22])([CH3:21])[CH3:20])[C:8]=3[N:9]=[CH:10][N:11]=2)[CH:3]=[N:2]1.[CH:23]1([C:28]#[C:29][C:30]([O:32][CH3:33])=[O:31])[CH2:27][CH2:26][CH2:25][CH2:24]1.C(#N)C.N12CCCN=C1CCCCC2.Cl. No catalyst specified. The product is [CH:23]1(/[C:28](/[N:1]2[CH:5]=[C:4]([C:6]3[C:7]4[CH:14]=[CH:13][N:12]([CH2:15][O:16][CH2:17][CH2:18][Si:19]([CH3:22])([CH3:21])[CH3:20])[C:8]=4[N:9]=[CH:10][N:11]=3)[CH:3]=[N:2]2)=[CH:29]\[C:30]([O:32][CH3:33])=[O:31])[CH2:27][CH2:26][CH2:25][CH2:24]1. The yield is 0.380. (8) The reactants are Cl.[CH3:2][O:3][NH2:4].CS[C:7](=[N:11][C:12]1[CH:13]=[N:14][C:15]([Cl:18])=[CH:16][CH:17]=1)[NH:8][C:9]#[N:10].C([N:21](CC)CC)C. The catalyst is C(O)C.O. The product is [CH3:2][O:3][NH:4][N:8]([C:9]#[N:10])[C:7]([NH:11][C:12]1[CH:13]=[N:14][C:15]([Cl:18])=[CH:16][CH:17]=1)=[NH:21]. The yield is 0.00700. (9) The reactants are [CH3:1][C:2]1[CH:3]=[CH:4][C:5]([N:13]2[CH:17]=[N:16][N:15]=[N:14]2)=[C:6]([CH2:8][CH2:9][C:10]([OH:12])=[O:11])[CH:7]=1.[CH2:18](OC(OCC)C=C)[CH3:19].N(CCCC)(CCCC)CCCC. The catalyst is [N+](CCCC)(CCCC)(CCCC)CCCC.[Cl-].CN(C=O)C.CC([O-])=O.CC([O-])=O.[Pd+2]. The product is [CH2:18]([O:11][C:10](=[O:12])[CH2:9][CH2:8][C:6]1[CH:7]=[C:2]([CH3:1])[CH:3]=[CH:4][C:5]=1[N:13]1[CH:17]=[N:16][N:15]=[N:14]1)[CH3:19]. The yield is 0.668.